Predict the reactants needed to synthesize the given product. From a dataset of Full USPTO retrosynthesis dataset with 1.9M reactions from patents (1976-2016). Given the product [F:3][C:4]1[CH:5]=[C:6]([C:7]2[N:8]=[C:20]([OH:21])[C:15]([O:14][CH3:13])=[C:16]([OH:17])[N:9]=2)[CH:10]=[CH:11][CH:12]=1, predict the reactants needed to synthesize it. The reactants are: [Na].Cl.[F:3][C:4]1[CH:5]=[C:6]([CH:10]=[CH:11][CH:12]=1)[C:7](=[NH:9])[NH2:8].[CH3:13][O:14][CH:15]([C:20](OC)=[O:21])[C:16](OC)=[O:17].Cl.